Dataset: CYP1A2 inhibition data for predicting drug metabolism from PubChem BioAssay. Task: Regression/Classification. Given a drug SMILES string, predict its absorption, distribution, metabolism, or excretion properties. Task type varies by dataset: regression for continuous measurements (e.g., permeability, clearance, half-life) or binary classification for categorical outcomes (e.g., BBB penetration, CYP inhibition). Dataset: cyp1a2_veith. (1) The compound is COc1ccccc1CNc1ccnc(-c2ccccc2CN(C)C)n1. The result is 1 (inhibitor). (2) The result is 0 (non-inhibitor). The drug is COc1cccc([C@@H]2Oc3ccc(OC)cc3C(=O)[C@H]2O)c1. (3) The drug is O=C(O)CC/C=C\CC[C@@H]1[C@@H](OCc2ccc(-c3ccccc3)cc2)C[C@H](O)[C@@H]1N1CCCCC1. The result is 0 (non-inhibitor). (4) The compound is COc1ccc(NC(=O)N2CCCC3(CCN(S(C)(=O)=O)CC3)C2)cc1. The result is 0 (non-inhibitor). (5) The molecule is CC(CC(=O)O)(CC(=O)O)C(=O)O. The result is 0 (non-inhibitor).